The task is: Predict which catalyst facilitates the given reaction.. This data is from Catalyst prediction with 721,799 reactions and 888 catalyst types from USPTO. (1) Reactant: [CH2:1]([O:3][C:4](=[O:20])[CH2:5][N:6]=[C:7]([C:14]1[CH:19]=[CH:18][CH:17]=[CH:16][CH:15]=1)[C:8]1[CH:13]=[CH:12][CH:11]=[CH:10][CH:9]=1)[CH3:2].[F:21][CH:22]([F:32])[O:23][C:24]1[CH:25]=[C:26]([CH:29]=[CH:30][CH:31]=1)[CH2:27]Br.C(N=P1(N(CC)CC)N(C)CCCN1C)(C)(C)C. Product: [CH2:1]([O:3][C:4](=[O:20])[CH:5]([N:6]=[C:7]([C:14]1[CH:19]=[CH:18][CH:17]=[CH:16][CH:15]=1)[C:8]1[CH:9]=[CH:10][CH:11]=[CH:12][CH:13]=1)[CH2:27][C:26]1[CH:29]=[CH:30][CH:31]=[C:24]([O:23][CH:22]([F:21])[F:32])[CH:25]=1)[CH3:2]. The catalyst class is: 689. (2) Reactant: Br[C:2]1[CH:3]=[C:4]2[C:8](=[CH:9][CH:10]=1)[N:7]([CH3:11])[C:6]([C:12]1[CH:17]=[CH:16][CH:15]=[CH:14][CH:13]=1)=[C:5]2[CH2:18][CH2:19][CH2:20][CH2:21][CH3:22].C([O-])([O-])=O.[K+].[K+].[CH3:29][O:30][C:31]1[CH:36]=[CH:35][C:34](B(O)O)=[CH:33][CH:32]=1.ClCCl. Product: [CH3:29][O:30][C:31]1[CH:36]=[CH:35][C:34]([C:2]2[CH:3]=[C:4]3[C:8](=[CH:9][CH:10]=2)[N:7]([CH3:11])[C:6]([C:12]2[CH:17]=[CH:16][CH:15]=[CH:14][CH:13]=2)=[C:5]3[CH2:18][CH2:19][CH2:20][CH2:21][CH3:22])=[CH:33][CH:32]=1. The catalyst class is: 75. (3) Reactant: [NH2:1][C:2]1[N:7]=[C:6](SC)[C:5]([C:10]2[CH:11]=[CH:12][C:13](=[O:19])[N:14]([CH:16]([CH3:18])[CH3:17])[N:15]=2)=[C:4]([C:20]2[CH:25]=[CH:24][CH:23]=[CH:22][CH:21]=2)[N:3]=1.OO.NC(N)=[O:30].NC(N)=O.[H][H].O. Product: [NH2:1][C:2]1[NH:7][C:6](=[O:30])[C:5]([C:10]2[CH:11]=[CH:12][C:13](=[O:19])[N:14]([CH:16]([CH3:18])[CH3:17])[N:15]=2)=[C:4]([C:20]2[CH:25]=[CH:24][CH:23]=[CH:22][CH:21]=2)[N:3]=1. The catalyst class is: 15. (4) Reactant: [F:1][C@@H:2]1[C@@H:6]([CH2:7][OH:8])[O:5][C@@H:4]([N:9]2[C:19]3[N:18]=[C:16]([NH2:17])[NH:15][C:13](=[O:14])[C:12]=3[N:11]=[CH:10]2)[CH2:3]1.[C:20]([NH:30][C@H:31]([C:35]([O:37][CH2:38][CH:39]([O:43][C:44](=[O:62])[CH2:45][CH2:46][CH2:47][CH2:48][CH2:49][CH2:50][CH2:51][CH2:52][CH2:53][CH2:54][CH2:55][CH2:56][CH2:57][CH2:58][CH2:59][CH2:60][CH3:61])[C:40](O)=[O:41])=[O:36])[CH:32]([CH3:34])[CH3:33])([O:22][CH2:23][C:24]1[CH:29]=[CH:28][CH:27]=[CH:26][CH:25]=1)=[O:21].C1C=CC2N(O)N=NC=2C=1.C1CCC(N=C=NC2CCCCC2)CC1. Product: [F:1][C@@H:2]1[C@@H:6]([CH2:7][O:8][C:40](=[O:41])[CH:39]([O:43][C:44](=[O:62])[CH2:45][CH2:46][CH2:47][CH2:48][CH2:49][CH2:50][CH2:51][CH2:52][CH2:53][CH2:54][CH2:55][CH2:56][CH2:57][CH2:58][CH2:59][CH2:60][CH3:61])[CH2:38][O:37][C:35](=[O:36])[C@H:31]([CH:32]([CH3:33])[CH3:34])[NH:30][C:20]([O:22][CH2:23][C:24]2[CH:29]=[CH:28][CH:27]=[CH:26][CH:25]=2)=[O:21])[O:5][C@@H:4]([N:9]2[C:19]3[N:18]=[C:16]([NH2:17])[NH:15][C:13](=[O:14])[C:12]=3[N:11]=[CH:10]2)[CH2:3]1. The catalyst class is: 241. (5) Product: [CH:10]([C:9]1[CH:8]=[CH:7][CH:5]=[CH:6][C:2]=1[CH:1]=[O:4])=[CH2:11].[CH:5]([C:7]1[CH:14]=[CH:13][C:10]([CH:11]=[O:12])=[CH:9][CH:8]=1)=[CH2:6]. Reactant: [C:1]([OH:4])(=S)[CH3:2].[CH:5]([C:7]1[CH:14]=[CH:13][C:10]([CH:11]=[O:12])=[CH:9][CH:8]=1)=[CH2:6]. The catalyst class is: 3. (6) Reactant: [NH:1](C(OC(C)(C)C)=O)[C@H:2]([C:18]([NH:20][C@H:21]([C:26]([NH:28][C@H](C(OC)=O)COCC1C=CC=CC=1)=[O:27])[C@H:22]([CH2:24][CH3:25])[CH3:23])=[O:19])[CH2:3][C:4]1[CH:9]=[CH:8][C:7]([O:10][CH2:11][C:12]2[CH:17]=[CH:16][CH:15]=[CH:14][CH:13]=2)=[CH:6][CH:5]=1.[C:50]([OH:56])([C:52](F)(F)F)=O.[C:57]([O:60][C:61](=[O:63])[CH3:62])(=O)C. Product: [NH:1]([C:50]([CH3:52])=[O:56])[C@H:2]([C:18]([NH:20][C@H:21]([C:26]([NH:28][C@H:62]([C:61]([O:60][CH3:57])=[O:63])[CH2:7][O:10][CH2:11][C:12]1[CH:17]=[CH:16][CH:15]=[CH:14][CH:13]=1)=[O:27])[C@H:22]([CH2:24][CH3:25])[CH3:23])=[O:19])[CH2:3][C:4]1[CH:5]=[CH:6][C:7]([O:10][CH2:11][C:12]2[CH:17]=[CH:16][CH:15]=[CH:14][CH:13]=2)=[CH:8][CH:9]=1. The catalyst class is: 91.